From a dataset of Experimentally validated miRNA-target interactions with 360,000+ pairs, plus equal number of negative samples. Binary Classification. Given a miRNA mature sequence and a target amino acid sequence, predict their likelihood of interaction. The miRNA is hsa-miR-8485 with sequence CACACACACACACACACGUAU. The protein sequence of the target gene is MVLESVARIVKVQLPAYLKRLPVPESITGFARLTVSEWLRLLPFLGVLALLGYLAVRPFLPKKKQQKDSLINLKIQKENPKVVNEINIEDLCLTKAAYCRCWRSKTFPACDGSHNKHNELTGDNVGPLILKKKEV. Result: 1 (interaction).